Dataset: Reaction yield outcomes from USPTO patents with 853,638 reactions. Task: Predict the reaction yield, written as a fraction of the theoretical maximum amount of product (1.0 means a 100% yield; for example, 0.34 means a 34% yield). (1) The reactants are [ClH:1].[CH:2]1[C:14]2[CH:13]([CH2:15][CH2:16][N:17]([CH3:23])[CH2:18][CH2:19][C:20]([Cl:22])=[O:21])[C:12]3[C:7](=[CH:8][CH:9]=[CH:10][CH:11]=3)[C:6]=2[CH:5]=[CH:4][CH:3]=1.[F:24][C:25]1[CH:26]=[C:27]([N:32]2[CH2:37][CH2:36][NH:35][CH2:34][CH2:33]2)[CH:28]=[CH:29][C:30]=1[F:31].C([O-])([O-])=O.[K+].[K+].Cl. The catalyst is CO.C(OCC)C.ClCCl. The product is [ClH:22].[ClH:1].[F:24][C:25]1[CH:26]=[C:27]([N:32]2[CH2:37][CH2:36][N:35]([C:20](=[O:21])[CH2:19][CH2:18][N:17]([CH2:16][CH2:15][CH:13]3[C:12]4[CH:11]=[CH:10][CH:9]=[CH:8][C:7]=4[C:6]4[C:14]3=[CH:2][CH:3]=[CH:4][CH:5]=4)[CH3:23])[CH2:34][CH2:33]2)[CH:28]=[CH:29][C:30]=1[F:31]. The yield is 0.740. (2) The reactants are [C:1]1([CH:7]2[C:13]3[CH:14]=[CH:15][CH:16]=[CH:17][C:12]=3[O:11][CH2:10][CH2:9][NH:8]2)[CH:6]=[CH:5][CH:4]=[CH:3][CH:2]=1.[CH3:18][C:19]1[C:23]([CH:24]([OH:38])[C:25]2[O:26][C:27]3[CH:33]=[CH:32][C:31]([CH2:34][C:35](O)=[O:36])=[CH:30][C:28]=3[CH:29]=2)=[C:22]([CH3:39])[O:21][N:20]=1.C(P1(=O)OP(CCC)(=O)OP(CCC)(=O)O1)CC. The catalyst is CN(C1C=CN=CC=1)C.C1COCC1. The product is [CH3:18][C:19]1[C:23]([CH:24]([OH:38])[C:25]2[O:26][C:27]3[CH:33]=[CH:32][C:31]([CH2:34][C:35]([N:8]4[CH:7]([C:1]5[CH:2]=[CH:3][CH:4]=[CH:5][CH:6]=5)[C:13]5[CH:14]=[CH:15][CH:16]=[CH:17][C:12]=5[O:11][CH2:10][CH2:9]4)=[O:36])=[CH:30][C:28]=3[CH:29]=2)=[C:22]([CH3:39])[O:21][N:20]=1. The yield is 0.800. (3) The reactants are Cl.[NH2:2][C@H:3]1[CH2:9][CH2:8][CH2:7][CH2:6][N:5]([CH3:10])[C:4]1=[O:11].C(N(CC)CC)C.O=C1CCC(=O)N1[C:26]1[C:34]2[C:29](=[CH:30][C:31]([C:44]([O-])=[O:45])=[C:32]([O:35][C:36]3[CH:41]=[CH:40][C:39]([F:42])=[CH:38][C:37]=3[F:43])[CH:33]=2)[N:28]([CH2:47][CH:48]([CH3:50])[CH3:49])[N:27]=1. The catalyst is CN(C)C=O.C(OCC)(=O)C. The product is [F:43][C:37]1[CH:38]=[C:39]([F:42])[CH:40]=[CH:41][C:36]=1[O:35][C:32]1[CH:33]=[C:34]2[C:29](=[CH:30][C:31]=1[C:44]([NH:2][C@H:3]1[CH2:9][CH2:8][CH2:7][CH2:6][N:5]([CH3:10])[C:4]1=[O:11])=[O:45])[N:28]([CH2:47][CH:48]([CH3:50])[CH3:49])[N:27]=[CH:26]2. The yield is 0.780. (4) The reactants are Cl.[C:2]([C:4]1[CH:5]=[C:6]([C:15]([O:17][CH2:18][CH3:19])=[O:16])[C:7](=[CH:13][CH:14]=1)[C:8]([O:10][CH2:11][CH3:12])=[O:9])#[N:3].[H][H]. The catalyst is C(O)C.[Pd]. The product is [NH2:3][CH2:2][C:4]1[CH:5]=[C:6]([C:15]([O:17][CH2:18][CH3:19])=[O:16])[C:7](=[CH:13][CH:14]=1)[C:8]([O:10][CH2:11][CH3:12])=[O:9]. The yield is 0.240.